The task is: Predict the product of the given reaction.. This data is from Forward reaction prediction with 1.9M reactions from USPTO patents (1976-2016). (1) Given the reactants [NH2:1][C:2]1[N:7]=[C:6](CC([O-])=O)C=[CH:4][CH:3]=1.[CH:12]([O:19][CH2:20][CH3:21])(OCC)OCC.[N-:22]=[N+:23]=[N-:24].[Na+].C(=O)(O)[O-:27].[Na+].[C:31](O)(=O)[CH3:32], predict the reaction product. The product is: [N:7]1([C:2]2[N:1]=[C:32]([CH2:21][C:20]([O:19][CH3:12])=[O:27])[CH:31]=[CH:4][CH:3]=2)[CH:6]=[N:24][N:23]=[N:22]1. (2) The product is: [Cl:16][C:7]1[CH:6]=[CH:5][C:4]2[N:3]=[C:2]([N:21]3[CH2:22][CH2:23][N:18]([CH3:17])[CH2:19][CH2:20]3)[C:11]3=[N:12][N:13]([CH3:15])[CH:14]=[C:10]3[C:9]=2[CH:8]=1. Given the reactants Cl[C:2]1[C:11]2=[N:12][N:13]([CH3:15])[CH:14]=[C:10]2[C:9]2[CH:8]=[C:7]([Cl:16])[CH:6]=[CH:5][C:4]=2[N:3]=1.[CH3:17][N:18]1[CH2:23][CH2:22][NH:21][CH2:20][CH2:19]1.CCN(CC)CC, predict the reaction product. (3) Given the reactants Br[C:2]1[CH:7]=[C:6]([O:8][C:9]2[CH:14]=[CH:13][CH:12]=[CH:11][CH:10]=2)[CH:5]=[CH:4][C:3]=1[CH2:15][CH2:16][O:17][CH2:18][O:19][CH3:20].[B:21]1([B:21]2[O:25][C:24]([CH3:27])([CH3:26])[C:23]([CH3:29])([CH3:28])[O:22]2)[O:25][C:24]([CH3:27])([CH3:26])[C:23]([CH3:29])([CH3:28])[O:22]1.C([O-])(=O)C.[K+], predict the reaction product. The product is: [CH3:20][O:19][CH2:18][O:17][CH2:16][CH2:15][C:3]1[CH:4]=[CH:5][C:6]([O:8][C:9]2[CH:14]=[CH:13][CH:12]=[CH:11][CH:10]=2)=[CH:7][C:2]=1[B:21]1[O:25][C:24]([CH3:27])([CH3:26])[C:23]([CH3:29])([CH3:28])[O:22]1. (4) Given the reactants C(N(C(C)C)CC)(C)C.[CH3:10][C:11]1[CH:12]=[CH:13][C:14]2[N:19]=[C:18]([C:20]3[C:29]4[C:24](=[CH:25][CH:26]=[CH:27][CH:28]=4)[CH:23]=[CH:22][CH:21]=3)[O:17][C:16](=[O:30])[C:15]=2[CH:31]=1.[CH:32]1([CH2:38][NH2:39])[CH2:37][CH2:36][CH2:35][CH2:34][CH2:33]1, predict the reaction product. The product is: [CH:32]1([CH2:38][NH:39][C:16]([C:15]2[CH:31]=[C:11]([CH3:10])[CH:12]=[CH:13][C:14]=2[NH:19][C:18]([C:20]2[C:29]3[C:24](=[CH:25][CH:26]=[CH:27][CH:28]=3)[CH:23]=[CH:22][CH:21]=2)=[O:17])=[O:30])[CH2:37][CH2:36][CH2:35][CH2:34][CH2:33]1. (5) Given the reactants Br[CH:2]([CH2:13][CH3:14])[C:3]([C:5]1[CH:10]=[CH:9][C:8]([O:11][CH3:12])=[CH:7][CH:6]=1)=O.[N:15]1[CH:20]=[CH:19][CH:18]=[CH:17][C:16]=1[CH3:21].C(=O)([O-])[O-].[K+].[K+], predict the reaction product. The product is: [CH2:13]([C:2]1[N:15]2[C:16]([CH:17]=[CH:18][CH:19]=[CH:20]2)=[CH:21][C:3]=1[C:5]1[CH:10]=[CH:9][C:8]([O:11][CH3:12])=[CH:7][CH:6]=1)[CH3:14]. (6) Given the reactants [N+:1]([C:4]1[CH:5]=[N:6][C:7]2[C:12]([C:13]=1[NH:14][CH2:15][C:16]([CH3:19])([NH2:18])[CH3:17])=[CH:11][CH:10]=[C:9]([C:20]1[CH:25]=[CH:24][CH:23]=[CH:22][CH:21]=1)[CH:8]=2)([O-:3])=[O:2].C(N(CC)CC)C.[CH:33]1([C:39](Cl)=[O:40])[CH2:38][CH2:37][CH2:36][CH2:35][CH2:34]1, predict the reaction product. The product is: [CH3:17][C:16]([NH:18][CH:39]=[O:40])([CH3:19])[CH2:15][NH:14][C:13]1[C:12]2[C:7](=[CH:8][C:9]([C:20]3[CH:21]=[CH:22][CH:23]=[CH:24][CH:25]=3)=[CH:10][CH:11]=2)[N:6]=[CH:5][C:4]=1[N+:1]([O-:3])=[O:2].[CH2:33]1[CH2:38][CH2:37][CH2:36][CH2:35][CH2:34]1. (7) Given the reactants [N:1]1[CH:6]=[CH:5][CH:4]=[CH:3][CH:2]=1.[CH2:7]([N:14]1[C:22]2[C:17](=[CH:18][CH:19]=[CH:20][CH:21]=2)[C:16](=[O:23])[C:15]1=[O:24])[C:8]1[CH:13]=[CH:12][CH:11]=[CH:10][CH:9]=1.FC(F)(F)S(O[C:31]1[CH:36]=[CH:35][CH:34]=[CH:33][C:32]=1[Si](C)(C)C)(=O)=O.[F-].[K+].O1CCOCCOCCOCCOCCOCC1, predict the reaction product. The product is: [CH2:7]([N:14]1[C:22]2[C:17](=[CH:18][CH:19]=[CH:20][CH:21]=2)[C:16]([O:23][C:31]2[CH:36]=[CH:35][CH:34]=[CH:33][CH:32]=2)([C:2]2[CH:3]=[CH:4][CH:5]=[CH:6][N:1]=2)[C:15]1=[O:24])[C:8]1[CH:9]=[CH:10][CH:11]=[CH:12][CH:13]=1.